This data is from NCI-60 drug combinations with 297,098 pairs across 59 cell lines. The task is: Regression. Given two drug SMILES strings and cell line genomic features, predict the synergy score measuring deviation from expected non-interaction effect. (1) Synergy scores: CSS=37.2, Synergy_ZIP=0.708, Synergy_Bliss=1.13, Synergy_Loewe=-1.86, Synergy_HSA=1.09. Cell line: M14. Drug 1: C1=C(C(=O)NC(=O)N1)F. Drug 2: C(CCl)NC(=O)N(CCCl)N=O. (2) Drug 1: CC1=C2C(C(=O)C3(C(CC4C(C3C(C(C2(C)C)(CC1OC(=O)C(C(C5=CC=CC=C5)NC(=O)OC(C)(C)C)O)O)OC(=O)C6=CC=CC=C6)(CO4)OC(=O)C)O)C)O. Drug 2: N.N.Cl[Pt+2]Cl. Cell line: K-562. Synergy scores: CSS=44.4, Synergy_ZIP=1.82, Synergy_Bliss=2.76, Synergy_Loewe=-0.104, Synergy_HSA=-0.343. (3) Drug 1: CCN(CC)CCNC(=O)C1=C(NC(=C1C)C=C2C3=C(C=CC(=C3)F)NC2=O)C. Drug 2: CC12CCC3C(C1CCC2O)C(CC4=C3C=CC(=C4)O)CCCCCCCCCS(=O)CCCC(C(F)(F)F)(F)F. Cell line: SR. Synergy scores: CSS=0.917, Synergy_ZIP=0.444, Synergy_Bliss=-2.19, Synergy_Loewe=-2.50, Synergy_HSA=-2.53. (4) Drug 1: C#CCC(CC1=CN=C2C(=N1)C(=NC(=N2)N)N)C3=CC=C(C=C3)C(=O)NC(CCC(=O)O)C(=O)O. Drug 2: COCCOC1=C(C=C2C(=C1)C(=NC=N2)NC3=CC=CC(=C3)C#C)OCCOC.Cl. Cell line: EKVX. Synergy scores: CSS=6.02, Synergy_ZIP=-4.06, Synergy_Bliss=-1.55, Synergy_Loewe=-2.27, Synergy_HSA=-1.02. (5) Drug 1: CC1=C(C=C(C=C1)NC2=NC=CC(=N2)N(C)C3=CC4=NN(C(=C4C=C3)C)C)S(=O)(=O)N.Cl. Drug 2: C1=CC(=CC=C1C#N)C(C2=CC=C(C=C2)C#N)N3C=NC=N3. Cell line: U251. Synergy scores: CSS=5.11, Synergy_ZIP=-3.65, Synergy_Bliss=-2.19, Synergy_Loewe=-2.86, Synergy_HSA=-1.87. (6) Drug 1: C1=NC2=C(N=C(N=C2N1C3C(C(C(O3)CO)O)F)Cl)N. Synergy scores: CSS=10.1, Synergy_ZIP=-2.10, Synergy_Bliss=-3.66, Synergy_Loewe=0.744, Synergy_HSA=-2.11. Drug 2: CN(CCCl)CCCl.Cl. Cell line: OVCAR-5. (7) Drug 1: CCC1(CC2CC(C3=C(CCN(C2)C1)C4=CC=CC=C4N3)(C5=C(C=C6C(=C5)C78CCN9C7C(C=CC9)(C(C(C8N6C)(C(=O)OC)O)OC(=O)C)CC)OC)C(=O)OC)O.OS(=O)(=O)O. Drug 2: COC1=NC(=NC2=C1N=CN2C3C(C(C(O3)CO)O)O)N. Cell line: SNB-19. Synergy scores: CSS=1.48, Synergy_ZIP=1.40, Synergy_Bliss=4.43, Synergy_Loewe=-1.47, Synergy_HSA=0.375. (8) Drug 1: CC1C(C(=O)NC(C(=O)N2CCCC2C(=O)N(CC(=O)N(C(C(=O)O1)C(C)C)C)C)C(C)C)NC(=O)C3=C4C(=C(C=C3)C)OC5=C(C(=O)C(=C(C5=N4)C(=O)NC6C(OC(=O)C(N(C(=O)CN(C(=O)C7CCCN7C(=O)C(NC6=O)C(C)C)C)C)C(C)C)C)N)C. Drug 2: C1CC(C1)(C(=O)O)C(=O)O.[NH2-].[NH2-].[Pt+2]. Cell line: TK-10. Synergy scores: CSS=8.76, Synergy_ZIP=-3.25, Synergy_Bliss=0.00168, Synergy_Loewe=2.63, Synergy_HSA=1.74. (9) Drug 1: C1=CC(=C2C(=C1NCCNCCO)C(=O)C3=C(C=CC(=C3C2=O)O)O)NCCNCCO. Drug 2: CC12CCC3C(C1CCC2OP(=O)(O)O)CCC4=C3C=CC(=C4)OC(=O)N(CCCl)CCCl.[Na+]. Cell line: MDA-MB-435. Synergy scores: CSS=-0.909, Synergy_ZIP=-7.17, Synergy_Bliss=-5.09, Synergy_Loewe=-16.1, Synergy_HSA=-5.66. (10) Drug 1: C1=CC(=CC=C1CC(C(=O)O)N)N(CCCl)CCCl.Cl. Drug 2: CCC1(CC2CC(C3=C(CCN(C2)C1)C4=CC=CC=C4N3)(C5=C(C=C6C(=C5)C78CCN9C7C(C=CC9)(C(C(C8N6C)(C(=O)OC)O)OC(=O)C)CC)OC)C(=O)OC)O.OS(=O)(=O)O. Cell line: UO-31. Synergy scores: CSS=8.63, Synergy_ZIP=-3.18, Synergy_Bliss=-2.31, Synergy_Loewe=-1.85, Synergy_HSA=-1.85.